This data is from Forward reaction prediction with 1.9M reactions from USPTO patents (1976-2016). The task is: Predict the product of the given reaction. (1) Given the reactants [OH:1][C@@H:2]([C@H:4]1[C:24](=[O:25])[N:6]2[C:7]([C:21]([O-:23])=[O:22])=[C:8]([S:11]/[CH:12]=[CH:13]\[C:14]3[S:18][CH:17]=[N:16][C:15]=3[CH2:19][OH:20])[C@H:9]([CH3:10])[C@H:5]12)[CH3:3].[Na+].[CH3:27][O:28][C:29]([O:31][CH:32](I)[CH3:33])=[O:30], predict the reaction product. The product is: [OH:1][C@@H:2]([C@H:4]1[C:24](=[O:25])[N:6]2[C:7]([C:21]([O:23][CH:32]([O:31][C:29]([O:28][CH3:27])=[O:30])[CH3:33])=[O:22])=[C:8]([S:11]/[CH:12]=[CH:13]\[C:14]3[S:18][CH:17]=[N:16][C:15]=3[CH2:19][OH:20])[C@H:9]([CH3:10])[C@H:5]12)[CH3:3]. (2) Given the reactants [F:1][C:2]([F:32])([F:31])[O:3][C:4]1[CH:5]=[C:6]([CH:28]=[CH:29][CH:30]=1)[O:7][C:8]1[C:9]([C:23](OCC)=[O:24])=[N:10][N:11]([C:13]2[CH:18]=[CH:17][C:16]([C:19]([F:22])([F:21])[F:20])=[CH:15][CH:14]=2)[N:12]=1.[H-].[Al+3].[Li+].[H-].[H-].[H-], predict the reaction product. The product is: [F:32][C:2]([F:1])([F:31])[O:3][C:4]1[CH:5]=[C:6]([CH:28]=[CH:29][CH:30]=1)[O:7][C:8]1[C:9]([CH2:23][OH:24])=[N:10][N:11]([C:13]2[CH:18]=[CH:17][C:16]([C:19]([F:21])([F:22])[F:20])=[CH:15][CH:14]=2)[N:12]=1. (3) Given the reactants Cl.[Cl:2][C:3]1[CH:8]=[CH:7][N:6]=[CH:5][CH:4]=1.[CH2:9]([Mg]Br)[CH2:10][CH2:11][CH2:12][CH3:13].Cl[C:17]([O:19][C:20]1[CH:25]=[CH:24][CH:23]=[CH:22][CH:21]=1)=[O:18], predict the reaction product. The product is: [Cl:2][C:3]1[CH:8]=[CH:7][N:6]([C:17]([O:19][C:20]2[CH:25]=[CH:24][CH:23]=[CH:22][CH:21]=2)=[O:18])[CH:5]([CH:9]2[CH2:13][CH2:12][CH2:11][CH2:10]2)[CH:4]=1. (4) The product is: [CH3:12][N:13]([CH3:15])/[CH:14]=[CH:10]/[C:9](=[O:11])[CH2:8][CH2:7][C:1]1[CH:6]=[CH:5][CH:4]=[CH:3][CH:2]=1. Given the reactants [C:1]1([CH2:7][CH2:8][C:9](=[O:11])[CH3:10])[CH:6]=[CH:5][CH:4]=[CH:3][CH:2]=1.[CH3:12][N:13]([CH:15](OC)OC)[CH3:14], predict the reaction product. (5) Given the reactants [CH3:1]CN(P1(N(C)CCCN1C)=NC(C)(C)C)CC.[CH:19]1([CH2:25][N:26]2[C:30]([CH2:31][CH2:32][N:33]3[CH2:38][CH2:37][N:36]([C:39]4[CH:44]=[CH:43][CH:42]=[CH:41][C:40]=4[O:45][CH3:46])[CH2:35][CH2:34]3)=[N:29][NH:28][C:27]2=[O:47])[CH2:24][CH2:23][CH2:22][CH2:21][CH2:20]1.CI, predict the reaction product. The product is: [CH:19]1([CH2:25][N:26]2[C:30]([CH2:31][CH2:32][N:33]3[CH2:34][CH2:35][N:36]([C:39]4[CH:44]=[CH:43][CH:42]=[CH:41][C:40]=4[O:45][CH3:46])[CH2:37][CH2:38]3)=[N:29][N:28]([CH3:1])[C:27]2=[O:47])[CH2:24][CH2:23][CH2:22][CH2:21][CH2:20]1. (6) Given the reactants [F:1][C:2]1[CH:3]=[C:4]([CH:7]=[CH:8][C:9]=1[OH:10])[CH:5]=O.[C:11]([NH:14][CH2:15][C:16]([OH:18])=[O:17])(=O)[CH3:12].C(=O)([O-])[O-].[Na+].[Na+].C([O-])(=O)C.[Na+].C(=O)([O-])[O-], predict the reaction product. The product is: [F:1][C:2]1[CH:3]=[C:4]([CH:7]=[CH:8][C:9]=1[OH:10])/[CH:5]=[C:15]1\[N:14]=[C:11]([CH3:12])[O:18][C:16]\1=[O:17]. (7) Given the reactants Cl[C:2]1[N:3]=[C:4]([N:19]2[CH2:24][CH2:23][O:22][CH2:21][CH2:20]2)[C:5]2[O:10][C:9]3[N:11]=[CH:12][C:13]([CH2:15][N:16]([CH3:18])[CH3:17])=[CH:14][C:8]=3[C:6]=2[N:7]=1.[NH:25]1[C:33]2[CH:32]=[CH:31][CH:30]=[C:29](B(O)O)[C:28]=2[CH:27]=[CH:26]1.C([O-])([O-])=O.[Na+].[Na+].O1CCOCC1, predict the reaction product. The product is: [NH:25]1[C:33]2[C:28](=[C:29]([C:2]3[N:3]=[C:4]([N:19]4[CH2:24][CH2:23][O:22][CH2:21][CH2:20]4)[C:5]4[O:10][C:9]5[N:11]=[CH:12][C:13]([CH2:15][N:16]([CH3:18])[CH3:17])=[CH:14][C:8]=5[C:6]=4[N:7]=3)[CH:30]=[CH:31][CH:32]=2)[CH:27]=[CH:26]1. (8) Given the reactants [NH:1]1[CH2:6][CH2:5][C:4]2([O:11][C:10]3[C:12]4[C:17]([C:18](=[O:21])[C:19](=[O:20])[C:9]=3[S:8][CH2:7]2)=[CH:16][CH:15]=[CH:14][CH:13]=4)[CH2:3][CH2:2]1.[C:22]1([CH:28]2[CH2:30][O:29]2)[CH:27]=[CH:26][CH:25]=[CH:24][CH:23]=1, predict the reaction product. The product is: [OH:29][CH:28]([C:22]1[CH:27]=[CH:26][CH:25]=[CH:24][CH:23]=1)[CH2:30][N:1]1[CH2:2][CH2:3][C:4]2([O:11][C:10]3[C:12]4[C:17]([C:18](=[O:21])[C:19](=[O:20])[C:9]=3[S:8][CH2:7]2)=[CH:16][CH:15]=[CH:14][CH:13]=4)[CH2:5][CH2:6]1. (9) Given the reactants [C:1]([C:4]1[NH:5][C:6]([C:10]2[C:11]([CH3:21])=[CH:12][C:13]([CH3:20])=[C:14]([CH:19]=2)[C:15]([O:17][CH3:18])=[O:16])=[C:7]([CH3:9])[N:8]=1)(=[O:3])[CH3:2].[BH4-].[Na+], predict the reaction product. The product is: [OH:3][CH:1]([C:4]1[NH:5][C:6]([C:10]2[C:11]([CH3:21])=[CH:12][C:13]([CH3:20])=[C:14]([CH:19]=2)[C:15]([O:17][CH3:18])=[O:16])=[C:7]([CH3:9])[N:8]=1)[CH3:2].